This data is from M1 muscarinic receptor agonist screen with 61,833 compounds. The task is: Binary Classification. Given a drug SMILES string, predict its activity (active/inactive) in a high-throughput screening assay against a specified biological target. (1) The molecule is O=C(Nc1ccc(cc1)C(=O)C)c1[nH]ncc1. The result is 0 (inactive). (2) The drug is S(=O)(=O)(NC(C)C)c1ccc(OCC(=O)N2CCC(CC2)C(OCC)=O)cc1. The result is 0 (inactive). (3) The molecule is S1C(CC(O)=O)C(=O)N=C1Nc1cc(ccc1)C(F)(F)F. The result is 0 (inactive). (4) The compound is Brc1c2c(n3CCN(\C(=N/C)c3c2)C)ccc1OC. The result is 0 (inactive). (5) The compound is S(CC(=O)NCc1occc1)CC(=O)NCc1occc1. The result is 0 (inactive). (6) The drug is S=C(N1CCCCC1)c1cc(OC)c(OCC(=O)N2CCCC2)cc1. The result is 0 (inactive). (7) The molecule is O1c2cc(N(CC(=O)NCc3occc3)C(=O)CCC(=O)Nc3ncccc3)ccc2OC1. The result is 0 (inactive).